From a dataset of Peptide-MHC class I binding affinity with 185,985 pairs from IEDB/IMGT. Regression. Given a peptide amino acid sequence and an MHC pseudo amino acid sequence, predict their binding affinity value. This is MHC class I binding data. (1) The binding affinity (normalized) is 0.0847. The peptide sequence is YPKFHRSAM. The MHC is HLA-A31:01 with pseudo-sequence HLA-A31:01. (2) The peptide sequence is PRRRRSQSPR. The MHC is Patr-A0401 with pseudo-sequence Patr-A0401. The binding affinity (normalized) is 0.217.